This data is from Peptide-MHC class II binding affinity with 134,281 pairs from IEDB. The task is: Regression. Given a peptide amino acid sequence and an MHC pseudo amino acid sequence, predict their binding affinity value. This is MHC class II binding data. (1) The peptide sequence is GGVFHTMWHVTRGAF. The MHC is HLA-DQA10501-DQB10302 with pseudo-sequence HLA-DQA10501-DQB10302. The binding affinity (normalized) is 0.497. (2) The peptide sequence is ADKVAYALAQGLKVI. The MHC is HLA-DQA10102-DQB10602 with pseudo-sequence HLA-DQA10102-DQB10602. The binding affinity (normalized) is 0.597.